Dataset: Catalyst prediction with 721,799 reactions and 888 catalyst types from USPTO. Task: Predict which catalyst facilitates the given reaction. (1) Reactant: [Cl:1][C:2]1[CH:3]=[C:4]([N:9]2[CH2:14][CH2:13][CH:12]([NH2:15])[CH2:11][CH2:10]2)[CH:5]=[CH:6][C:7]=1[Cl:8].C(N(CC)CC)C.[F:23][C:24]([F:35])([F:34])[C:25](O[C:25](=[O:26])[C:24]([F:35])([F:34])[F:23])=[O:26]. Product: [Cl:1][C:2]1[CH:3]=[C:4]([N:9]2[CH2:10][CH2:11][CH:12]([NH:15][C:25](=[O:26])[C:24]([F:35])([F:34])[F:23])[CH2:13][CH2:14]2)[CH:5]=[CH:6][C:7]=1[Cl:8]. The catalyst class is: 4. (2) Reactant: COC1C=CC(C[N:10]([C:18]2[CH:23]=[C:22]([O:24][CH3:25])[N:21]=[C:20]([S:26][CH2:27][CH2:28][C:29]3[CH:34]=[CH:33][CH:32]=[CH:31][CH:30]=3)[N:19]=2)[S:11]([N:14]2[CH2:17][CH2:16][CH2:15]2)(=[O:13])=[O:12])=CC=1.C(O)(C(F)(F)F)=O. Product: [CH3:25][O:24][C:22]1[N:21]=[C:20]([S:26][CH2:27][CH2:28][C:29]2[CH:30]=[CH:31][CH:32]=[CH:33][CH:34]=2)[N:19]=[C:18]([NH:10][S:11]([N:14]2[CH2:17][CH2:16][CH2:15]2)(=[O:12])=[O:13])[CH:23]=1. The catalyst class is: 2.